Dataset: Reaction yield outcomes from USPTO patents with 853,638 reactions. Task: Predict the reaction yield, written as a fraction of the theoretical maximum amount of product (1.0 means a 100% yield; for example, 0.34 means a 34% yield). (1) The reactants are C(OC(=O)[NH:7][C:8]1[CH:13]=[C:12]([O:14][CH3:15])[CH:11]=[CH:10][C:9]=1[CH2:16][C:17](=O)[CH2:18][CH3:19])(C)(C)C.C(O)(C(F)(F)F)=O. The catalyst is C1COCC1. The product is [CH2:18]([C:17]1[NH:7][C:8]2[C:9]([CH:16]=1)=[CH:10][CH:11]=[C:12]([O:14][CH3:15])[CH:13]=2)[CH3:19]. The yield is 0.730. (2) The reactants are [Cl:1][C:2]1[CH:18]=[CH:17][C:5]([O:6][C:7]2[CH:16]=[CH:15][C:10]([C:11]([O:13]C)=[O:12])=[CH:9][CH:8]=2)=[CH:4][CH:3]=1.[OH-].[Na+]. The catalyst is CO.O. The product is [Cl:1][C:2]1[CH:3]=[CH:4][C:5]([O:6][C:7]2[CH:16]=[CH:15][C:10]([C:11]([OH:13])=[O:12])=[CH:9][CH:8]=2)=[CH:17][CH:18]=1. The yield is 0.790. (3) The reactants are [C:1]([C:5]1[CH:9]=[C:8]([C:10]([OH:12])=O)[N:7]([CH3:13])[N:6]=1)([CH3:4])([CH3:3])[CH3:2].CN(C)C=O.C(Cl)(=O)C(Cl)=O.[NH2:25][C:26]1[CH:27]=[C:28]([CH:45]=[CH:46][C:47]=1[CH3:48])[O:29][C:30]1[CH:31]=[CH:32][C:33]2[N:34]([CH:36]=[C:37]([NH:39][C:40]([CH:42]3[CH2:44][CH2:43]3)=[O:41])[N:38]=2)[N:35]=1. The catalyst is CN(C)C(=O)C.O1CCCC1. The product is [C:1]([C:5]1[CH:9]=[C:8]([C:10]([NH:25][C:26]2[CH:27]=[C:28]([O:29][C:30]3[CH:31]=[CH:32][C:33]4[N:34]([CH:36]=[C:37]([NH:39][C:40]([CH:42]5[CH2:43][CH2:44]5)=[O:41])[N:38]=4)[N:35]=3)[CH:45]=[CH:46][C:47]=2[CH3:48])=[O:12])[N:7]([CH3:13])[N:6]=1)([CH3:2])([CH3:3])[CH3:4]. The yield is 0.410. (4) The reactants are S(O)(O)(=O)=O.[CH3:6][S:7][C:8](=[NH:10])[NH2:9].C(=O)([O-])[O-].[Na+].[Na+].[C:17](OCC)(=[O:22])[CH2:18][C:19]([CH3:21])=O. The catalyst is O. The product is [CH3:21][C:19]1[N:9]=[C:8]([S:7][CH3:6])[NH:10][C:17](=[O:22])[CH:18]=1. The yield is 0.950. (5) The reactants are Br[C:2]1[C:10]2[S:9][C:8]([NH:11][C:12]([NH:14][CH2:15][CH3:16])=[O:13])=[N:7][C:6]=2[CH:5]=[C:4]([C:17]2[CH:18]=[N:19][CH:20]=[CH:21][CH:22]=2)[CH:3]=1.[CH3:23][O:24][C:25]1[CH:30]=[CH:29][CH:28]=[C:27]([Sn](CCCC)(CCCC)CCCC)[N:26]=1. The catalyst is CN(C=O)C.C1C=CC([P]([Pd]([P](C2C=CC=CC=2)(C2C=CC=CC=2)C2C=CC=CC=2)([P](C2C=CC=CC=2)(C2C=CC=CC=2)C2C=CC=CC=2)[P](C2C=CC=CC=2)(C2C=CC=CC=2)C2C=CC=CC=2)(C2C=CC=CC=2)C2C=CC=CC=2)=CC=1. The product is [CH2:15]([NH:14][C:12]([NH:11][C:8]1[S:9][C:10]2[C:2]([C:27]3[CH:28]=[CH:29][CH:30]=[C:25]([O:24][CH3:23])[N:26]=3)=[CH:3][C:4]([C:17]3[CH:18]=[N:19][CH:20]=[CH:21][CH:22]=3)=[CH:5][C:6]=2[N:7]=1)=[O:13])[CH3:16]. The yield is 0.110. (6) The reactants are [C:1]1([NH2:8])[CH:6]=[CH:5][C:4]([NH2:7])=[CH:3][CH:2]=1.[C:9]1(=[O:15])[O:14][C:12](=[O:13])[CH:11]=[CH:10]1.[OH-].[Li+:17]. The catalyst is O1CCCC1.O. The product is [NH2:7][C:4]1[CH:5]=[CH:6][C:1]([NH:8][C:9](=[O:15])/[CH:10]=[CH:11]\[C:12]([O-:14])=[O:13])=[CH:2][CH:3]=1.[Li+:17]. The yield is 0.753.